This data is from Peptide-MHC class II binding affinity with 134,281 pairs from IEDB. The task is: Regression. Given a peptide amino acid sequence and an MHC pseudo amino acid sequence, predict their binding affinity value. This is MHC class II binding data. (1) The peptide sequence is SLHIYWGKEDDYG. The MHC is HLA-DPA10201-DPB10501 with pseudo-sequence HLA-DPA10201-DPB10501. The binding affinity (normalized) is 0. (2) The peptide sequence is IGAGLIFPRFEQLLE. The MHC is DRB1_0405 with pseudo-sequence DRB1_0405. The binding affinity (normalized) is 0.357. (3) The peptide sequence is PADKYRTFVATFGAA. The MHC is DRB1_0101 with pseudo-sequence DRB1_0101. The binding affinity (normalized) is 0.880. (4) The peptide sequence is VLMLVAHYAIIGPGL. The MHC is DRB1_0101 with pseudo-sequence DRB1_0101. The binding affinity (normalized) is 0.528. (5) The peptide sequence is GELQITDKIDAAFKI. The MHC is DRB1_0401 with pseudo-sequence DRB1_0401. The binding affinity (normalized) is 0.549. (6) The peptide sequence is YDKFHANVSTVLTGK. The MHC is DRB1_1302 with pseudo-sequence DRB1_1302. The binding affinity (normalized) is 0.783.